Dataset: Reaction yield outcomes from USPTO patents with 853,638 reactions. Task: Predict the reaction yield, written as a fraction of the theoretical maximum amount of product (1.0 means a 100% yield; for example, 0.34 means a 34% yield). (1) The reactants are C(OC([N:8]1[CH2:12][CH2:11][CH2:10][CH:9]1[C:13](=[O:32])[NH:14][C:15]1[CH:20]=[CH:19][C:18]([C:21]2[CH:26]=[CH:25][CH:24]=[CH:23][C:22]=2[S:27]([CH3:30])(=[O:29])=[O:28])=[CH:17][C:16]=1[CH3:31])=O)(C)(C)C.FC(F)(F)C(O)=O. The catalyst is C(Cl)Cl. The product is [CH3:30][S:27]([C:22]1[CH:23]=[CH:24][CH:25]=[CH:26][C:21]=1[C:18]1[CH:19]=[CH:20][C:15]([NH:14][C:13]([CH:9]2[CH2:10][CH2:11][CH2:12][NH:8]2)=[O:32])=[C:16]([CH3:31])[CH:17]=1)(=[O:29])=[O:28]. The yield is 0.930. (2) The yield is 0.940. No catalyst specified. The product is [CH2:27]([C:10]1[C:9]([CH3:11])=[CH:8][C:7]([CH3:12])=[CH:6][C:5]=1[OH:4])[CH:22]=[CH2:23]. The reactants are C([O:4][C:5]1[CH:10]=[C:9]([CH3:11])[CH:8]=[C:7]([CH3:12])[CH:6]=1)C=C.C(OCC)(=O)C.C(N(CC)[C:22]1[CH:27]=CC=C[CH:23]=1)C. (3) The reactants are [CH2:1]([N:8]1[C:16]2[C:15](=[O:17])[NH:14][C:13](=[O:18])[N:12]([CH3:19])[C:11]=2[N:10]=[C:9]1[Br:20])[C:2]1[CH:7]=[CH:6][CH:5]=[CH:4][CH:3]=1.[H-].[Na+].[C:23]([O:26][C@H:27]([CH3:33])[CH2:28][CH2:29][CH2:30][CH2:31]Cl)(=[O:25])[CH3:24]. The catalyst is CS(C)=O. The product is [C:23]([O:26][C@H:27]([CH3:33])[CH2:28][CH2:29][CH2:30][CH2:31][N:14]1[C:15](=[O:17])[C:16]2[N:8]([CH2:1][C:2]3[CH:7]=[CH:6][CH:5]=[CH:4][CH:3]=3)[C:9]([Br:20])=[N:10][C:11]=2[N:12]([CH3:19])[C:13]1=[O:18])(=[O:25])[CH3:24]. The yield is 0.860.